From a dataset of Full USPTO retrosynthesis dataset with 1.9M reactions from patents (1976-2016). Predict the reactants needed to synthesize the given product. (1) Given the product [C:1]([O:9][CH2:10][CH2:11][CH2:12][O:13][C:26]1[CH:25]=[CH:24][CH:23]=[C:22]([CH:21]([NH:20][C:19]([O:18][C:14]([CH3:17])([CH3:16])[CH3:15])=[O:35])[C:28]2[CH:29]=[CH:30][CH:31]=[CH:32][CH:33]=2)[CH:27]=1)(=[O:8])[C:2]1[CH:7]=[CH:6][CH:5]=[CH:4][CH:3]=1, predict the reactants needed to synthesize it. The reactants are: [C:1]([O:9][CH2:10][CH2:11][CH2:12][OH:13])(=[O:8])[C:2]1[CH:7]=[CH:6][CH:5]=[CH:4][CH:3]=1.[C:14]([O:18][C:19](=[O:35])[NH:20][CH:21]([C:28]1[CH:33]=[CH:32][CH:31]=[C:30](O)[CH:29]=1)[C:22]1[CH:27]=[CH:26][CH:25]=[CH:24][CH:23]=1)([CH3:17])([CH3:16])[CH3:15].O1CCOC1CC1C=CC(CO)=CC=1.OC1C=C(C=CC=1)C(C1C=CC=CC=1)=O. (2) Given the product [Br:1][C:2]1[CH:15]=[CH:14][C:13]2[N:12]([S:16]([C:19]3[CH:24]=[CH:23][C:22]([OH:25])=[C:21]([F:27])[CH:20]=3)(=[O:18])=[O:17])[CH:11]([CH3:28])[C:10]3[C:5](=[CH:6][CH:7]=[CH:8][CH:9]=3)[C:4]=2[CH:3]=1, predict the reactants needed to synthesize it. The reactants are: [Br:1][C:2]1[CH:15]=[CH:14][C:13]2[N:12]([S:16]([C:19]3[CH:24]=[CH:23][C:22]([O:25]C)=[C:21]([F:27])[CH:20]=3)(=[O:18])=[O:17])[CH:11]([CH3:28])[C:10]3[C:5](=[CH:6][CH:7]=[CH:8][CH:9]=3)[C:4]=2[CH:3]=1.C1CCCCC=1.B(Br)(Br)Br.ClCCl. (3) Given the product [CH2:3]([O:5][C:6](=[O:11])[CH2:7][C:8](=[O:9])[CH2:10][CH2:38][CH2:37][CH2:36][CH2:35][CH2:34][CH2:33][CH2:32][CH2:31][CH2:30][CH2:29][CH2:28][CH2:27][CH2:26][CH2:25][CH3:24])[CH3:4], predict the reactants needed to synthesize it. The reactants are: [H-].[Na+].[CH2:3]([O:5][C:6](=[O:11])[CH2:7][C:8]([CH3:10])=[O:9])[CH3:4].C([Li])CCC.CCCCCC.Br[CH2:24][CH2:25][CH2:26][CH2:27][CH2:28][CH2:29][CH2:30][CH2:31][CH2:32][CH2:33][CH2:34][CH2:35][CH2:36][CH2:37][CH2:38]C. (4) Given the product [C:1]1([CH2:7][N:8]([CH2:16][C@@H:17]2[CH2:22][CH2:21][NH:20][CH2:19][C@H:18]2[OH:30])[CH2:9][C:10]2[CH:15]=[CH:14][CH:13]=[CH:12][CH:11]=2)[CH:6]=[CH:5][CH:4]=[CH:3][CH:2]=1, predict the reactants needed to synthesize it. The reactants are: [C:1]1([CH2:7][N:8]([CH2:16][C@@H:17]2[CH2:22][CH2:21][N:20](C(OC(C)(C)C)=O)[CH2:19][C@H:18]2[OH:30])[CH2:9][C:10]2[CH:15]=[CH:14][CH:13]=[CH:12][CH:11]=2)[CH:6]=[CH:5][CH:4]=[CH:3][CH:2]=1. (5) Given the product [Cl:8][C:5]1[CH:6]=[CH:7][C:2]([CH2:18][C:17](=[O:19])[CH:16]([CH3:20])[CH3:15])=[CH:3][C:4]=1[O:9][CH2:10][CH2:11][CH2:12][O:13][CH3:14], predict the reactants needed to synthesize it. The reactants are: Br[C:2]1[CH:7]=[CH:6][C:5]([Cl:8])=[C:4]([O:9][CH2:10][CH2:11][CH2:12][O:13][CH3:14])[CH:3]=1.[CH3:15][CH:16]([CH3:20])[C:17](=[O:19])[CH3:18].C(O[Na])(C)(C)C.C(OCC)(=O)C. (6) The reactants are: [N:1]1[C:11]2[C:6](=[CH:7][CH:8]=[CH:9][CH:10]=2)[C:4]([CH3:5])=[CH:3][CH:2]=1.[I:12][CH3:13]. Given the product [I-:12].[CH3:13][N+:1]1[C:11]2[C:6](=[CH:7][CH:8]=[CH:9][CH:10]=2)[C:4]([CH3:5])=[CH:3][CH:2]=1, predict the reactants needed to synthesize it. (7) Given the product [Cl:8][C:9]1[CH:10]=[CH:11][C:12]([C:15]2[CH:16]=[CH:17][C:18]([C:21]#[C:22][C:24]3[CH:29]=[N:28][C:27]([O:30][CH2:31][CH2:32][N:33]4[CH2:37][CH2:36][CH2:35][CH2:34]4)=[N:26][CH:25]=3)=[N:19][CH:20]=2)=[CH:13][CH:14]=1, predict the reactants needed to synthesize it. The reactants are: C(N(CC)CC)C.[Cl:8][C:9]1[CH:14]=[CH:13][C:12]([C:15]2[CH:16]=[CH:17][C:18]([C:21]#[CH:22])=[N:19][CH:20]=2)=[CH:11][CH:10]=1.Br[C:24]1[CH:25]=[N:26][C:27]([O:30][CH2:31][CH2:32][N:33]2[CH2:37][CH2:36][CH2:35][CH2:34]2)=[N:28][CH:29]=1. (8) Given the product [CH3:51][O:46][CH:50]=[CH:49][C:48]1([C:9]2[C:10]3[C:15]([C:16]4[CH:17]=[CH:18][CH:19]=[CH:20][C:21]=4[CH:22]=2)=[CH:14][CH:13]=[CH:12][CH:11]=3)[CH:30]=[CH:29][CH:28]=[CH:33][CH2:47]1, predict the reactants needed to synthesize it. The reactants are: C(C1C=CC=CC=1[C:9]1[C:10]2[C:15]([C:16]3[CH:17]=[CH:18][CH:19]=[CH:20][C:21]=3[CH:22]=1)=[CH:14][CH:13]=[CH:12][CH:11]=2)=O.[Cl-].COC[P+]([C:28]1[CH:33]=CC=[CH:30][CH:29]=1)([C:28]1[CH:33]=CC=[CH:30][CH:29]=1)[C:28]1[CH:33]=CC=[CH:30][CH:29]=1.[O:46]1[CH2:50][CH2:49][CH2:48][CH2:47]1.[C:51](O[K])(C)(C)C. (9) Given the product [CH3:20][C:21]1[CH:28]=[CH:27][CH:26]=[CH:25][C:22]=1[CH2:23][N:4]1[CH2:3][CH2:2][N:1]([C:7]2[CH:8]=[CH:9][C:10]3[N:11]([C:13]([C:16]([F:17])([F:18])[F:19])=[N:14][N:15]=3)[N:12]=2)[CH2:6][CH2:5]1, predict the reactants needed to synthesize it. The reactants are: [N:1]1([C:7]2[CH:8]=[CH:9][C:10]3[N:11]([C:13]([C:16]([F:19])([F:18])[F:17])=[N:14][N:15]=3)[N:12]=2)[CH2:6][CH2:5][NH:4][CH2:3][CH2:2]1.[CH3:20][C:21]1[CH:28]=[CH:27][CH:26]=[CH:25][C:22]=1[CH:23]=O. (10) Given the product [CH3:1][O:2][C:3]1[CH:9]=[CH:8][C:6]([NH:7][S:19]([C:14]2[CH:15]=[CH:16][CH:17]=[CH:18][C:13]=2[N+:10]([O-:12])=[O:11])(=[O:20])=[O:21])=[CH:5][CH:4]=1, predict the reactants needed to synthesize it. The reactants are: [CH3:1][O:2][C:3]1[CH:9]=[CH:8][C:6]([NH2:7])=[CH:5][CH:4]=1.[N+:10]([C:13]1[CH:18]=[CH:17][CH:16]=[CH:15][C:14]=1[S:19](Cl)(=[O:21])=[O:20])([O-:12])=[O:11].C(N(CC)CC)C.O.